Dataset: Forward reaction prediction with 1.9M reactions from USPTO patents (1976-2016). Task: Predict the product of the given reaction. (1) Given the reactants [CH3:1][C:2]1[C:7](B2OC(C)(C)C(C)(C)O2)=[C:6]([CH3:17])[N:5]=[CH:4][N:3]=1.BrC1C(C)=NC=NC=1C.Br[C:28]1[CH:33]=[CH:32][C:31]([O:34][CH3:35])=[CH:30][C:29]=1[Cl:36].P([O-])([O-])([O-])=O.[K+].[K+].[K+], predict the reaction product. The product is: [Cl:36][C:29]1[CH:30]=[C:31]([O:34][CH3:35])[CH:32]=[CH:33][C:28]=1[C:7]1[C:2]([CH3:1])=[N:3][CH:4]=[N:5][C:6]=1[CH3:17]. (2) The product is: [C:1]([C:3]1[CH:4]=[C:5]([C:13]2[O:17][N:16]=[C:15]([C:18]3[CH:27]=[CH:26][CH:25]=[C:24]4[C:19]=3[CH2:20][CH2:21][CH2:22][C@H:23]4[NH:28][S:29]([CH2:32][C:33]([OH:35])=[O:34])(=[O:30])=[O:31])[N:14]=2)[CH:6]=[CH:7][C:8]=1[O:9][CH:10]([CH3:12])[CH3:11])#[N:2]. Given the reactants [C:1]([C:3]1[CH:4]=[C:5]([C:13]2[O:17][N:16]=[C:15]([C:18]3[CH:27]=[CH:26][CH:25]=[C:24]4[C:19]=3[CH2:20][CH2:21][CH2:22][C@H:23]4[NH:28][S:29]([CH2:32][C:33]([O:35]C)=[O:34])(=[O:31])=[O:30])[N:14]=2)[CH:6]=[CH:7][C:8]=1[O:9][CH:10]([CH3:12])[CH3:11])#[N:2].[OH-].[Na+].Cl, predict the reaction product. (3) Given the reactants [CH3:1][C:2]1([CH3:21])[C:7]2[CH:8]=[C:9](/[C:12](/[CH2:17][CH2:18][CH3:19])=[CH:13]/[C:14]([NH2:16])=O)[CH:10]=[CH:11][C:6]=2[NH:5][C:4](=[O:20])[O:3]1.S(Cl)(Cl)=O, predict the reaction product. The product is: [CH3:21][C:2]1([CH3:1])[C:7]2[CH:8]=[C:9](/[C:12](/[CH2:17][CH2:18][CH3:19])=[CH:13]/[C:14]#[N:16])[CH:10]=[CH:11][C:6]=2[NH:5][C:4](=[O:20])[O:3]1. (4) Given the reactants Br[C:2]1[C:3]([CH2:22][OH:23])=[C:4]([N:8]2[CH2:20][CH2:19][N:11]3[C:12]4[CH2:13][CH2:14][CH2:15][CH2:16][C:17]=4[CH:18]=[C:10]3[C:9]2=[O:21])[CH:5]=[CH:6][CH:7]=1.[CH3:24][C:25]1([CH3:41])[C:29]([CH3:31])([CH3:30])[O:28][B:27]([B:27]2[O:28][C:29]([CH3:31])([CH3:30])[C:25]([CH3:41])([CH3:24])[O:26]2)[O:26]1.C(Cl)Cl.[CH3:45][C:46]([O-])=[O:47].[K+], predict the reaction product. The product is: [C:46]([O:23][CH2:22][C:3]1[C:2]([B:27]2[O:28][C:29]([CH3:31])([CH3:30])[C:25]([CH3:24])([CH3:41])[O:26]2)=[CH:7][CH:6]=[CH:5][C:4]=1[N:8]1[CH2:20][CH2:19][N:11]2[C:12]3[CH2:13][CH2:14][CH2:15][CH2:16][C:17]=3[CH:18]=[C:10]2[C:9]1=[O:21])(=[O:47])[CH3:45].